Dataset: Reaction yield outcomes from USPTO patents with 853,638 reactions. Task: Predict the reaction yield, written as a fraction of the theoretical maximum amount of product (1.0 means a 100% yield; for example, 0.34 means a 34% yield). (1) The product is [CH2:1]([C@H:3]1[C@@H:7]([C:8]2[N:12]3[C:13]4[CH:19]=[CH:18][NH:17][C:14]=4[N:15]=[CH:16][C:11]3=[N:10][N:9]=2)[CH2:6][C@H:5]([O:30][C:31]2[CH:32]=[CH:33][C:34]([C:35]#[N:36])=[CH:37][CH:38]=2)[CH2:4]1)[CH3:2]. The catalyst is O1CCOCC1. The yield is 0.510. The reactants are [CH2:1]([C@H:3]1[C@@H:7]([C:8]2[N:12]3[C:13]4[CH:19]=[CH:18][N:17](S(C5C=CC(C)=CC=5)(=O)=O)[C:14]=4[N:15]=[CH:16][C:11]3=[N:10][N:9]=2)[CH2:6][C@H:5]([O:30][C:31]2[CH:38]=[CH:37][C:34]([C:35]#[N:36])=[CH:33][CH:32]=2)[CH2:4]1)[CH3:2].C([O-])([O-])=O.[Na+].[Na+]. (2) The reactants are [O:1]1[C:5]2[CH:6]=[CH:7][C:8]([CH2:10][C:11]#N)=[CH:9][C:4]=2[O:3][CH2:2]1.Br[CH2:14][CH2:15]Cl.[OH-:17].[Na+].[OH2:19]. The catalyst is [Cl-].C([N+](CC)(CC)CC)C1C=CC=CC=1. The product is [O:1]1[C:5]2[CH:6]=[CH:7][C:8]([C:10]3([C:11]([OH:19])=[O:17])[CH2:15][CH2:14]3)=[CH:9][C:4]=2[O:3][CH2:2]1. The yield is 0.800.